Dataset: Forward reaction prediction with 1.9M reactions from USPTO patents (1976-2016). Task: Predict the product of the given reaction. (1) Given the reactants [C:1]1([C:11]2[CH:16]=[CH:15][CH:14]=[CH:13][CH:12]=2)[C:2]([C:7]([NH:9][NH2:10])=[O:8])=[CH:3][CH:4]=[CH:5][CH:6]=1.[F:17][C:18]([F:28])([F:27])[C:19]1[CH:20]=[C:21]([CH:24]=[CH:25][CH:26]=1)[CH:22]=O.O, predict the reaction product. The product is: [F:17][C:18]([F:27])([F:28])[C:19]1[CH:20]=[C:21]([CH:24]=[CH:25][CH:26]=1)[CH:22]=[N:10][NH:9][C:7]([C:2]1[C:1]([C:11]2[CH:16]=[CH:15][CH:14]=[CH:13][CH:12]=2)=[CH:6][CH:5]=[CH:4][CH:3]=1)=[O:8]. (2) The product is: [C:1]([O:5][C:6]([N:8]1[CH2:13][CH:12]([O:14][CH2:15][C:16]2[CH:25]=[CH:24][C:23]3[C:18](=[CH:19][CH:20]=[CH:21][CH:22]=3)[CH:17]=2)[CH:11]([C:26]2[CH:27]=[CH:28][C:29]([O:32][CH2:33][CH2:34][CH2:35][O:36][CH2:37][C:38]3[CH:43]=[CH:42][CH:41]=[CH:40][C:39]=3[O:44][CH3:45])=[CH:30][CH:31]=2)[CH:10]([CH2:46][O:47][CH2:50][CH:49]=[CH2:48])[CH2:9]1)=[O:7])([CH3:2])([CH3:4])[CH3:3]. Given the reactants [C:1]([O:5][C:6]([N:8]1[CH2:13][CH:12]([O:14][CH2:15][C:16]2[CH:25]=[CH:24][C:23]3[C:18](=[CH:19][CH:20]=[CH:21][CH:22]=3)[CH:17]=2)[CH:11]([C:26]2[CH:31]=[CH:30][C:29]([O:32][CH2:33][CH2:34][CH2:35][O:36][CH2:37][C:38]3[CH:43]=[CH:42][CH:41]=[CH:40][C:39]=3[O:44][CH3:45])=[CH:28][CH:27]=2)[CH:10]([CH2:46][OH:47])[CH2:9]1)=[O:7])([CH3:4])([CH3:3])[CH3:2].[CH2:48](Br)[CH:49]=[CH2:50], predict the reaction product. (3) The product is: [F:1][C:2]1[C:7]([CH:8]=[O:9])=[CH:6][CH:5]=[C:4]([NH:10][CH2:11][C:12]2[CH:13]=[N:14][C:15]([C:18]([F:21])([F:19])[F:20])=[CH:16][CH:17]=2)[N:3]=1. Given the reactants [F:1][C:2]1[C:7]([CH2:8][OH:9])=[CH:6][CH:5]=[C:4]([NH:10][CH2:11][C:12]2[CH:13]=[N:14][C:15]([C:18]([F:21])([F:20])[F:19])=[CH:16][CH:17]=2)[N:3]=1.CC(OI1(OC(C)=O)(OC(C)=O)OC(=O)C2C=CC=CC1=2)=O.S([O-])([O-])(=O)=S.[Na+].[Na+].C(=O)([O-])[O-].[K+].[K+], predict the reaction product. (4) Given the reactants Cl.Cl[C:3]1[C:12]2[C:7](=[CH:8][C:9]([Cl:13])=[CH:10][CH:11]=2)[N:6]=[N:5][CH:4]=1.[CH3:14][O:15][C:16]1[CH:21]=[C:20]([C:22]([F:25])([F:24])[F:23])[CH:19]=[CH:18][C:17]=1B(O)O.C(=O)([O-])[O-].[K+].[K+].O1CCOCC1, predict the reaction product. The product is: [Cl:13][C:9]1[CH:8]=[C:7]2[C:12]([C:3]([C:17]3[CH:18]=[CH:19][C:20]([C:22]([F:25])([F:24])[F:23])=[CH:21][C:16]=3[O:15][CH3:14])=[CH:4][N:5]=[N:6]2)=[CH:11][CH:10]=1. (5) Given the reactants [CH:1]1([O:7][C:8]2[CH:13]=[CH:12][C:11]([C:14]3[C:19]([CH:20]4[CH2:22][CH2:21]4)=[N:18][NH:17][C:16](=O)[CH:15]=3)=[CH:10][CH:9]=2)[CH2:6][CH2:5][CH2:4][CH2:3][CH2:2]1.P(Cl)(Cl)([Cl:26])=O, predict the reaction product. The product is: [Cl:26][C:16]1[N:17]=[N:18][C:19]([CH:20]2[CH2:22][CH2:21]2)=[C:14]([C:11]2[CH:12]=[CH:13][C:8]([O:7][CH:1]3[CH2:6][CH2:5][CH2:4][CH2:3][CH2:2]3)=[CH:9][CH:10]=2)[CH:15]=1.